Task: Predict the reactants needed to synthesize the given product.. Dataset: Full USPTO retrosynthesis dataset with 1.9M reactions from patents (1976-2016) The reactants are: [Cl:1][S:2]([C:5]1[CH:6]=[N:7][C:8](O)=[C:9]([CH:13]=1)[C:10]([OH:12])=[O:11])(=[O:4])=[O:3].O=P(Cl)(Cl)[Cl:17]. Given the product [Cl:17][C:8]1[N:7]=[CH:6][C:5]([S:2]([Cl:1])(=[O:4])=[O:3])=[CH:13][C:9]=1[C:10]([OH:12])=[O:11], predict the reactants needed to synthesize it.